Dataset: Forward reaction prediction with 1.9M reactions from USPTO patents (1976-2016). Task: Predict the product of the given reaction. (1) Given the reactants [Cl:1][C:2]1[CH:7]=[C:6]([NH:8][C:9]2[CH:14]=[CH:13][C:12]([F:15])=[CH:11][C:10]=2[F:16])[CH:5]=[CH:4][C:3]=1[C:17]([C:19]1[CH:24]=[C:23]([C:25]2[N:26]=[N:27][N:28]([CH2:30][CH2:31]OC3CCCCO3)[CH:29]=2)[CH:22]=[CH:21][C:20]=1[CH3:39])=[O:18].ClC1C=C(NC2C=CC(F)=CC=2F)C=CC=1C(C1C=C(C#C)C=CC=1C)=O.N(CC[CH2:72][O:73][CH:74]1[CH2:79][CH2:78][CH2:77][CH2:76][O:75]1)=[N+]=[N-], predict the reaction product. The product is: [Cl:1][C:2]1[CH:7]=[C:6]([NH:8][C:9]2[CH:14]=[CH:13][C:12]([F:15])=[CH:11][C:10]=2[F:16])[CH:5]=[CH:4][C:3]=1[C:17]([C:19]1[CH:24]=[C:23]([C:25]2[N:26]=[N:27][N:28]([CH2:30][CH2:31][CH2:72][O:73][CH:74]3[CH2:79][CH2:78][CH2:77][CH2:76][O:75]3)[CH:29]=2)[CH:22]=[CH:21][C:20]=1[CH3:39])=[O:18]. (2) Given the reactants [F:1][C:2]1[CH:7]=[CH:6][CH:5]=[CH:4][C:3]=1[C@@H:8]([NH:10][C:11]1[S:12][CH:13]([CH3:17])[C:14](=[O:16])[N:15]=1)[CH3:9].Br[C:19]1[CH:26]=[CH:25][C:22]([C:23]#[N:24])=[CH:21][CH:20]=1.C1(P(C2C=CC=CC=2)C2C=CC3C(=CC=CC=3)C=2C2C3C(=CC=CC=3)C=CC=2P(C2C=CC=CC=2)C2C=CC=CC=2)C=CC=CC=1.C[Si]([N-][Si](C)(C)C)(C)C.[Na+], predict the reaction product. The product is: [F:1][C:2]1[CH:7]=[CH:6][CH:5]=[CH:4][C:3]=1[C@@H:8]([NH:10][C:11]1[S:12][C:13]([C:19]2[CH:26]=[CH:25][C:22]([C:23]#[N:24])=[CH:21][CH:20]=2)([CH3:17])[C:14](=[O:16])[N:15]=1)[CH3:9]. (3) Given the reactants [CH2:1]([C@@H:8]1[CH2:12][O:11][C:10](=[O:13])[NH:9]1)[C:2]1[CH:7]=[CH:6][CH:5]=[CH:4][CH:3]=1.[Li]CCCC.[Br:19][C:20]1[CH:25]=[CH:24][C:23]([CH2:26][C:27](Cl)=[O:28])=[CH:22][CH:21]=1, predict the reaction product. The product is: [CH2:1]([C@@H:8]1[CH2:12][O:11][C:10](=[O:13])[N:9]1[C:27](=[O:28])[CH2:26][C:23]1[CH:24]=[CH:25][C:20]([Br:19])=[CH:21][CH:22]=1)[C:2]1[CH:3]=[CH:4][CH:5]=[CH:6][CH:7]=1. (4) Given the reactants [Cl:1][C:2]1[CH:7]=[C:6]([O:8]C)[CH:5]=[CH:4][C:3]=1[CH2:10][C@@H:11]([NH:13][C:14](=[O:28])[CH2:15][N:16]1[C:21](=[O:22])[C:20]2[S:23][C:24]([CH3:27])=[C:25]([CH3:26])[C:19]=2[CH:18]=[N:17]1)[CH3:12].B(Br)(Br)Br, predict the reaction product. The product is: [Cl:1][C:2]1[CH:7]=[C:6]([OH:8])[CH:5]=[CH:4][C:3]=1[CH2:10][C@@H:11]([NH:13][C:14](=[O:28])[CH2:15][N:16]1[C:21](=[O:22])[C:20]2[S:23][C:24]([CH3:27])=[C:25]([CH3:26])[C:19]=2[CH:18]=[N:17]1)[CH3:12]. (5) Given the reactants Cl[C:2]1[NH:3][C:4]2[C:9]([C:10](=[O:12])[N:11]=1)=[CH:8][C:7]([O:13][CH3:14])=[C:6]([O:15][CH3:16])[CH:5]=2.Cl.Cl.[CH2:19]([N:26]1[C:34]2[CH2:33][CH2:32][NH:31][CH2:30][C:29]=2[N:28]=[CH:27]1)[C:20]1[CH:25]=[CH:24][CH:23]=[CH:22][CH:21]=1.C(N(C(C)C)CC)(C)C, predict the reaction product. The product is: [CH2:19]([N:26]1[C:34]2[CH2:33][CH2:32][N:31]([C:2]3[NH:11][C:10](=[O:12])[C:9]4[C:4](=[CH:5][C:6]([O:15][CH3:16])=[C:7]([O:13][CH3:14])[CH:8]=4)[N:3]=3)[CH2:30][C:29]=2[N:28]=[CH:27]1)[C:20]1[CH:21]=[CH:22][CH:23]=[CH:24][CH:25]=1. (6) Given the reactants [Cl:1][C:2]1[CH:7]=[CH:6][C:5]([C:8]2[CH:9]=[C:10]([C:20]([OH:22])=O)[CH:11]=[N:12][C:13]=2[O:14][CH2:15][C:16]([F:19])([F:18])[F:17])=[CH:4][CH:3]=1.[N:23]1([NH2:31])[CH2:28][CH2:27][S:26](=[O:30])(=[O:29])[CH2:25][CH2:24]1, predict the reaction product. The product is: [Cl:1][C:2]1[CH:3]=[CH:4][C:5]([C:8]2[CH:9]=[C:10]([C:20]([NH:31][N:23]3[CH2:28][CH2:27][S:26](=[O:30])(=[O:29])[CH2:25][CH2:24]3)=[O:22])[CH:11]=[N:12][C:13]=2[O:14][CH2:15][C:16]([F:19])([F:18])[F:17])=[CH:6][CH:7]=1.